Dataset: Peptide-MHC class I binding affinity with 185,985 pairs from IEDB/IMGT. Task: Regression. Given a peptide amino acid sequence and an MHC pseudo amino acid sequence, predict their binding affinity value. This is MHC class I binding data. The peptide sequence is ETFGFEIQSY. The MHC is HLA-C06:02 with pseudo-sequence HLA-C06:02. The binding affinity (normalized) is 0.0728.